From a dataset of Full USPTO retrosynthesis dataset with 1.9M reactions from patents (1976-2016). Predict the reactants needed to synthesize the given product. (1) The reactants are: ClC1C=CC=C(C(OO)=[O:9])C=1.[CH3:12][S:13][C:14]1[CH:19]=[CH:18][C:17]([C:20]2([C:26]#[N:27])[CH2:25][CH2:24][O:23][CH2:22][CH2:21]2)=[CH:16][CH:15]=1. Given the product [CH3:12][S:13]([C:14]1[CH:15]=[CH:16][C:17]([C:20]2([C:26]#[N:27])[CH2:21][CH2:22][O:23][CH2:24][CH2:25]2)=[CH:18][CH:19]=1)=[O:9], predict the reactants needed to synthesize it. (2) Given the product [CH2:1]([N:8]1[CH2:14][C:13]2[CH:16]=[CH:17][C:18]([Br:20])=[CH:19][C:12]=2[O:11][CH2:10][CH2:9]1)[C:2]1[CH:3]=[CH:4][CH:5]=[CH:6][CH:7]=1, predict the reactants needed to synthesize it. The reactants are: [CH2:1]([N:8]1[C:14](=O)[C:13]2[CH:16]=[CH:17][C:18]([Br:20])=[CH:19][C:12]=2[O:11][CH2:10][CH2:9]1)[C:2]1[CH:7]=[CH:6][CH:5]=[CH:4][CH:3]=1.B.O1CCCC1.CO.[OH-].[Na+]. (3) Given the product [N:1]1([C:6]2[CH:14]=[CH:13][CH:12]=[CH:11][C:7]=2[C:8]([NH2:19])=[O:9])[CH:5]=[CH:4][CH:3]=[N:2]1, predict the reactants needed to synthesize it. The reactants are: [N:1]1([C:6]2[CH:14]=[CH:13][CH:12]=[CH:11][C:7]=2[C:8](O)=[O:9])[CH:5]=[CH:4][CH:3]=[N:2]1.[Cl-].[NH4+].Cl.C[N:19](C)CCCN=C=NCC.ON1C2N=CC=CC=2N=N1.C(N(C(C)C)CC)(C)C. (4) Given the product [CH2:1]([O:3][CH2:4][C:5]1[N:6]([CH2:24][CH2:25][CH2:26][O:27][CH:28]([CH3:29])[CH3:30])[C:7]2[C:16]3[CH:15]=[CH:14][C:13]([N:17]4[CH2:22][CH2:21][O:20][CH2:19][CH2:18]4)=[CH:12][C:11]=3[N+:10]([O-:40])=[CH:9][C:8]=2[N:23]=1)[CH3:2], predict the reactants needed to synthesize it. The reactants are: [CH2:1]([O:3][CH2:4][C:5]1[N:6]([CH2:24][CH2:25][CH2:26][O:27][CH:28]([CH3:30])[CH3:29])[C:7]2[C:16]3[CH:15]=[CH:14][C:13]([N:17]4[CH2:22][CH2:21][O:20][CH2:19][CH2:18]4)=[CH:12][C:11]=3[N:10]=[CH:9][C:8]=2[N:23]=1)[CH3:2].C(#N)C1C=CC=CC=1.C(=O)(O)[O-:40].[Na+].OO. (5) Given the product [CH2:15]([S:14][CH2:8][CH:9]([S:14][CH2:15][CH2:16][CH2:17][CH2:18][CH2:19][CH2:20][CH2:21][CH2:22]/[CH:23]=[CH:24]\[CH2:25]/[CH:26]=[CH:27]\[CH2:28][CH2:29][CH2:30][CH2:31][CH3:32])[CH2:10][N:11]([CH3:12])[CH3:13])[CH2:16][CH2:17][CH2:18][CH2:19][CH2:20][CH2:21][CH2:22]/[CH:23]=[CH:24]\[CH2:25]/[CH:26]=[CH:27]\[CH2:28][CH2:29][CH2:30][CH2:31][CH3:32], predict the reactants needed to synthesize it. The reactants are: [H-].[Na+].CS(O[CH2:8][CH:9]([S:14][CH2:15][CH2:16][CH2:17][CH2:18][CH2:19][CH2:20][CH2:21][CH2:22]/[CH:23]=[CH:24]\[CH2:25]/[CH:26]=[CH:27]\[CH2:28][CH2:29][CH2:30][CH2:31][CH3:32])[CH2:10][N:11]([CH3:13])[CH3:12])(=O)=O. (6) Given the product [C:9]1([C:2]2[CH:7]=[CH:6][C:5]([CH3:8])=[CH:4][CH:3]=2)[CH:14]=[CH:13][CH:12]=[CH:11][CH:10]=1, predict the reactants needed to synthesize it. The reactants are: Br[C:2]1[CH:7]=[CH:6][C:5]([CH3:8])=[CH:4][CH:3]=1.[C:9]1(B(O)O)[CH:14]=[CH:13][CH:12]=[CH:11][CH:10]=1.[O-]P([O-])([O-])=O.[K+].[K+].[K+]. (7) Given the product [F:21][C:22]1[CH:23]=[C:24]([NH:29][CH:30]([C:32]2[CH:33]=[C:34]([C:49]([N:61]3[CH2:66][CH2:65][O:64][CH2:63][CH2:62]3)=[O:50])[CH:35]=[C:36]3[C:41]=2[O:40][C:39]([N:42]2[CH2:47][CH2:46][O:45][CH2:44][CH2:43]2)=[CH:38][C:37]3=[O:48])[CH3:31])[CH:25]=[C:26]([F:28])[CH:27]=1, predict the reactants needed to synthesize it. The reactants are: [B-](F)(F)(F)F.CN(C(ON1C(=O)CCC1=O)=[N+](C)C)C.[F:21][C:22]1[CH:23]=[C:24]([NH:29][CH:30]([C:32]2[CH:33]=[C:34]([C:49](O)=[O:50])[CH:35]=[C:36]3[C:41]=2[O:40][C:39]([N:42]2[CH2:47][CH2:46][O:45][CH2:44][CH2:43]2)=[CH:38][C:37]3=[O:48])[CH3:31])[CH:25]=[C:26]([F:28])[CH:27]=1.CCN(C(C)C)C(C)C.[NH:61]1[CH2:66][CH2:65][O:64][CH2:63][CH2:62]1. (8) Given the product [CH3:1][N:2]([CH3:32])[C:3]1[C:4]2[S:31][CH:30]=[CH:29][C:5]=2[N:6]=[C:7]([NH:9][C@H:10]2[CH2:14][CH2:13][N:12]([C:15](=[S:42])[CH2:16][C:17]3[CH:22]=[CH:21][C:20]([O:23][C:24]([F:27])([F:26])[F:25])=[CH:19][CH:18]=3)[CH2:11]2)[N:8]=1, predict the reactants needed to synthesize it. The reactants are: [CH3:1][N:2]([CH3:32])[C:3]1[C:4]2[S:31][CH:30]=[CH:29][C:5]=2[N:6]=[C:7]([NH:9][C@H:10]2[CH2:14][CH2:13][N:12]([C:15](=O)[CH2:16][C:17]3[CH:22]=[CH:21][C:20]([O:23][C:24]([F:27])([F:26])[F:25])=[CH:19][CH:18]=3)[CH2:11]2)[N:8]=1.COC1C=CC(P2(SP(C3C=CC(OC)=CC=3)(=S)S2)=[S:42])=CC=1. (9) Given the product [CH2:1]([O:3][C:4]([C:6]1[C:7]2[C:22](=[O:23])[CH:21]3[CH2:34][N:33]([CH2:26][C:27]4[CH:32]=[CH:31][CH:30]=[CH:29][CH:28]=4)[CH2:39][CH:20]3[CH2:19][CH2:18][C:8]=2[N:9]([C:11]([O:13][C:14]([CH3:17])([CH3:15])[CH3:16])=[O:12])[CH:10]=1)=[O:5])[CH3:2], predict the reactants needed to synthesize it. The reactants are: [CH2:1]([O:3][C:4]([C:6]1[C:7]2[C:22](=[O:23])[CH:21]=[CH:20][CH2:19][CH2:18][C:8]=2[N:9]([C:11]([O:13][C:14]([CH3:17])([CH3:16])[CH3:15])=[O:12])[CH:10]=1)=[O:5])[CH3:2].[Li+].[F-].[CH2:26]([N:33]([CH2:39]OC)[CH2:34][Si](C)(C)C)[C:27]1[CH:32]=[CH:31][CH:30]=[CH:29][CH:28]=1.O.